Dataset: Full USPTO retrosynthesis dataset with 1.9M reactions from patents (1976-2016). Task: Predict the reactants needed to synthesize the given product. (1) Given the product [F:16][C:13]([F:14])([F:15])[CH2:12][O:11][C:10]1[C:5]([C:3]([OH:4])=[O:2])=[N:6][CH:7]=[CH:8][CH:9]=1, predict the reactants needed to synthesize it. The reactants are: C[O:2][C:3]([C:5]1[C:10]([O:11][CH2:12][C:13]([F:16])([F:15])[F:14])=[CH:9][CH:8]=[CH:7][N:6]=1)=[O:4].[Li+].[OH-]. (2) Given the product [C:24]([O:28][C:29]([N:31]1[C@H:36]2[CH:37]=[CH:38][C@@H:32]1[CH2:33][CH:34]([C:17]#[N:18])[CH2:35]2)=[O:30])([CH3:27])([CH3:26])[CH3:25], predict the reactants needed to synthesize it. The reactants are: CC(C)([O-])C.[K+].S([CH2:17][N+:18]#[C-])(C1C=CC(C)=CC=1)(=O)=O.C(O)(C)C.[C:24]([O:28][C:29]([N:31]1[C@H:36]2[CH:37]=[CH:38][C@@H:32]1[CH2:33][C:34](=O)[CH2:35]2)=[O:30])([CH3:27])([CH3:26])[CH3:25]. (3) Given the product [CH:20]1([C@@H:26]([NH:29][C:3]2[S:4]/[C:5](=[CH:9]\[C:10]3[CH:11]=[C:12]4[C:17](=[CH:18][CH:19]=3)[N:16]=[CH:15][CH:14]=[CH:13]4)/[C:6](=[O:8])[N:7]=2)[CH2:27][OH:28])[CH2:25][CH2:24][CH2:23][CH2:22][CH2:21]1, predict the reactants needed to synthesize it. The reactants are: CS[C:3]1[S:4]/[C:5](=[CH:9]\[C:10]2[CH:11]=[C:12]3[C:17](=[CH:18][CH:19]=2)[N:16]=[CH:15][CH:14]=[CH:13]3)/[C:6](=[O:8])[N:7]=1.[CH:20]1([C@@H:26]([NH2:29])[CH2:27][OH:28])[CH2:25][CH2:24][CH2:23][CH2:22][CH2:21]1.CCN(C(C)C)C(C)C. (4) Given the product [C:40]([N:37]1[CH2:38][CH2:39][C:34]2[N:33]([C@H:43]3[CH2:47][CH2:46][O:45][CH2:44]3)[N:32]=[C:31]([N:27]3[C:28]4[C:23](=[CH:22][C:21]([C:8]5[CH:9]=[CH:10][C:5]([C:3]([NH:2][CH3:1])=[O:4])=[N:6][CH:7]=5)=[CH:30][CH:29]=4)[CH2:24][CH2:25][CH2:26]3)[C:35]=2[CH2:36]1)(=[O:42])[CH3:41], predict the reactants needed to synthesize it. The reactants are: [CH3:1][NH:2][C:3]([C:5]1[CH:10]=[CH:9][C:8](B2OC(C)(C)C(C)(C)O2)=[CH:7][N:6]=1)=[O:4].Br[C:21]1[CH:22]=[C:23]2[C:28](=[CH:29][CH:30]=1)[N:27]([C:31]1[C:35]3[CH2:36][N:37]([C:40](=[O:42])[CH3:41])[CH2:38][CH2:39][C:34]=3[N:33]([C@H:43]3[CH2:47][CH2:46][O:45][CH2:44]3)[N:32]=1)[CH2:26][CH2:25][CH2:24]2.ClCCl.